Dataset: Forward reaction prediction with 1.9M reactions from USPTO patents (1976-2016). Task: Predict the product of the given reaction. (1) Given the reactants O.[OH-].[Li+].C[O:5][C:6]([C:8]1[CH:34]=[CH:33][C:11]([CH2:12][O:13][C:14]2[CH:15]=[N:16][C:17]([N:20]3[CH2:25][CH2:24][N:23]([C:26]([O:28][C:29]([CH3:32])([CH3:31])[CH3:30])=[O:27])[CH2:22][CH2:21]3)=[N:18][CH:19]=2)=[CH:10][CH:9]=1)=[O:7].Cl, predict the reaction product. The product is: [C:29]([O:28][C:26]([N:23]1[CH2:24][CH2:25][N:20]([C:17]2[N:16]=[CH:15][C:14]([O:13][CH2:12][C:11]3[CH:10]=[CH:9][C:8]([C:6]([OH:7])=[O:5])=[CH:34][CH:33]=3)=[CH:19][N:18]=2)[CH2:21][CH2:22]1)=[O:27])([CH3:32])([CH3:30])[CH3:31]. (2) The product is: [O:32]=[C:9]1[N:8]([C@H:4]([CH2:5][CH2:6][CH3:7])[C:3]([OH:33])=[O:2])[C:17](=[O:18])[C:16]2[C:11](=[CH:12][CH:13]=[CH:14][CH:15]=2)[N:10]1[CH2:19][C:20]1[C:28]2[C:23](=[CH:24][C:25]([CH3:30])=[CH:26][C:27]=2[CH3:29])[N:22]([CH3:31])[CH:21]=1. Given the reactants C[O:2][C:3](=[O:33])[C@H:4]([N:8]1[C:17](=[O:18])[C:16]2[C:11](=[CH:12][CH:13]=[CH:14][CH:15]=2)[N:10]([CH2:19][C:20]2[C:28]3[C:23](=[CH:24][C:25]([CH3:30])=[CH:26][C:27]=3[CH3:29])[N:22]([CH3:31])[CH:21]=2)[C:9]1=[O:32])[CH2:5][CH2:6][CH3:7].[Li+].[OH-], predict the reaction product. (3) Given the reactants [NH2:1][C:2]1[C:3](=[O:9])[N:4]([CH3:8])[N:5]=[CH:6][CH:7]=1.[Cl:10][C:11]1[CH:23]=[C:22]([Cl:24])[C:21]([Cl:25])=[CH:20][C:12]=1[O:13][CH:14]1[CH2:19][CH2:18][NH:17][CH2:16][CH2:15]1.Cl.FC(F)(F)C1C=CC=C[C:30]=1[O:31]C1CCNCC1, predict the reaction product. The product is: [CH3:8][N:4]1[C:3](=[O:9])[C:2]([NH:1][C:30]([N:17]2[CH2:18][CH2:19][CH:14]([O:13][C:12]3[CH:20]=[C:21]([Cl:25])[C:22]([Cl:24])=[CH:23][C:11]=3[Cl:10])[CH2:15][CH2:16]2)=[O:31])=[CH:7][CH:6]=[N:5]1. (4) Given the reactants [O:1]1[CH2:5][CH2:4][CH:3]([NH2:6])[CH2:2]1.[N+:7]([C:10]1[CH:11]=[C:12]([CH:16]=[CH:17][CH:18]=1)[C:13](O)=[O:14])([O-:9])=[O:8].CCN=C=NCCCN(C)C.Cl, predict the reaction product. The product is: [N+:7]([C:10]1[CH:11]=[C:12]([CH:16]=[CH:17][CH:18]=1)[C:13]([NH:6][CH:3]1[CH2:4][CH2:5][O:1][CH2:2]1)=[O:14])([O-:9])=[O:8]. (5) Given the reactants [C:1]([C:4]1[CH:5]=[C:6]([CH:35]=[CH:36][CH:37]=1)[O:7][C@@H:8]([C:29]1[CH:34]=[CH:33][CH:32]=[CH:31][CH:30]=1)[CH2:9][CH2:10][N:11]1[CH2:16][CH2:15][CH:14]([C:17]2[CH:18]=[C:19]([NH:23][C:24](=[O:28])[CH:25]([CH3:27])[CH3:26])[CH:20]=[CH:21][CH:22]=2)[CH2:13][CH2:12]1)(=[O:3])[CH3:2].[CH3:38]I, predict the reaction product. The product is: [C:1]([C:4]1[CH:5]=[C:6]([CH:35]=[CH:36][CH:37]=1)[O:7][C@@H:8]([C:29]1[CH:34]=[CH:33][CH:32]=[CH:31][CH:30]=1)[CH2:9][CH2:10][N:11]1[CH2:16][CH2:15][CH:14]([C:17]2[CH:18]=[C:19]([N:23]([CH3:38])[C:24](=[O:28])[CH:25]([CH3:27])[CH3:26])[CH:20]=[CH:21][CH:22]=2)[CH2:13][CH2:12]1)(=[O:3])[CH3:2]. (6) Given the reactants Br[C:2]1[C:3]([O:14][C@H:15]2[CH2:19][N:18]([C:20]([O:22][C:23]([CH3:26])([CH3:25])[CH3:24])=[O:21])[C@H:17]([C:27]([O:29][CH3:30])=[O:28])[CH2:16]2)=[N:4][C:5]2[C:10]([CH:11]=1)=[CH:9][CH:8]=[C:7]([O:12][CH3:13])[CH:6]=2.[CH:31]([B-](F)(F)F)=[CH2:32].[K+].CCOC(C)=O.O, predict the reaction product. The product is: [CH3:13][O:12][C:7]1[CH:6]=[C:5]2[C:10]([CH:11]=[C:2]([CH:31]=[CH2:32])[C:3]([O:14][C@H:15]3[CH2:19][N:18]([C:20]([O:22][C:23]([CH3:24])([CH3:25])[CH3:26])=[O:21])[C@H:17]([C:27]([O:29][CH3:30])=[O:28])[CH2:16]3)=[N:4]2)=[CH:9][CH:8]=1.